Dataset: Reaction yield outcomes from USPTO patents with 853,638 reactions. Task: Predict the reaction yield, written as a fraction of the theoretical maximum amount of product (1.0 means a 100% yield; for example, 0.34 means a 34% yield). (1) The reactants are [Cl:1][C:2]1[CH:7]=[C:6]([O:8][C:9]2[CH:14]=[CH:13][C:12]([NH2:15])=[CH:11][C:10]=2[F:16])[CH:5]=[CH:4][N:3]=1.[F:17][C:18]1[CH:23]=[CH:22][C:21]([CH2:24][C:25]([N:27]=[C:28]=[S:29])=[O:26])=[CH:20][CH:19]=1. The catalyst is C(Cl)Cl. The product is [Cl:1][C:2]1[CH:7]=[C:6]([O:8][C:9]2[CH:14]=[CH:13][C:12]([NH:15][C:28]([NH:27][C:25](=[O:26])[CH2:24][C:21]3[CH:22]=[CH:23][C:18]([F:17])=[CH:19][CH:20]=3)=[S:29])=[CH:11][C:10]=2[F:16])[CH:5]=[CH:4][N:3]=1. The yield is 0.640. (2) The reactants are C(N1C2C(=CC(N)=CC=2)CC1)(=O)C.[C:14]([N:17]1[C:25]2[CH:24]=[C:23]3[C:26](=[O:30])[C:27](=[O:29])[NH:28][C:22]3=[CH:21][C:20]=2[CH2:19][CH2:18]1)(=[O:16])[CH3:15].[CH:31]1[C:36]([NH:37][NH2:38])=[CH:35][CH:34]=[C:33]([S:39]([NH2:42])(=[O:41])=[O:40])[CH:32]=1.Cl. No catalyst specified. The product is [C:14]([N:17]1[C:25]2[CH:24]=[C:23]3[C:26](=[O:30])[C:27](=[O:29])[NH:28][C:22]3=[CH:21][C:20]=2[CH2:19][CH2:18]1)(=[O:16])[CH3:15].[C:14]([N:17]1[C:25]2[CH:24]=[C:23]3[C:26](=[N:38][NH:37][C:36]4[CH:35]=[CH:34][C:33]([S:39]([NH2:42])(=[O:40])=[O:41])=[CH:32][CH:31]=4)[C:27](=[O:29])[NH:28][C:22]3=[CH:21][C:20]=2[CH2:19][CH2:18]1)(=[O:16])[CH3:15]. The yield is 0.900. (3) The reactants are [CH3:1][O:2][C:3]1[CH:4]=[CH:5][CH:6]=[C:7]2[C:11]=1[NH:10][CH:9]=[C:8]2[C:12]#[N:13].C([O-])([O-])=O.[Cs+].[Cs+].[Cl:20][CH2:21][CH2:22][CH2:23]I. The catalyst is CC#N. The product is [Cl:20][CH2:21][CH2:22][CH2:23][N:10]1[C:11]2[C:7](=[CH:6][CH:5]=[CH:4][C:3]=2[O:2][CH3:1])[C:8]([C:12]#[N:13])=[CH:9]1. The yield is 0.710. (4) The reactants are [F:1][CH:2]([F:31])[N:3]1[N:19]=[CH:18][C:17]2[NH:16][C:15](=[O:20])[C@H:14]([CH3:21])[CH:13]=[CH:12][CH2:11][C@H:10]([NH:22][C:23](=[O:29])[O:24][C:25]([CH3:28])([CH3:27])[CH3:26])[C:9]3[CH:30]=[C:5]([CH:6]=[CH:7][N:8]=3)[C:4]1=2. The catalyst is CCO.[Pd]. The product is [F:31][CH:2]([F:1])[N:3]1[N:19]=[CH:18][C:17]2[NH:16][C:15](=[O:20])[C@H:14]([CH3:21])[CH2:13][CH2:12][CH2:11][C@H:10]([NH:22][C:23](=[O:29])[O:24][C:25]([CH3:26])([CH3:27])[CH3:28])[C:9]3[CH:30]=[C:5]([CH:6]=[CH:7][N:8]=3)[C:4]1=2. The yield is 0.880. (5) The reactants are C[O:2][C:3]([C:5]1[CH:6]=[C:7]([C:20]2[CH:25]=[CH:24][C:23]([CH3:26])=[CH:22][CH:21]=2)[CH:8]=[C:9]([N:11]2[C:15]([C:16]([F:19])([F:18])[F:17])=[N:14][N:13]=[N:12]2)[CH:10]=1)=[O:4].O[Li].O. The catalyst is C1COCC1.O. The product is [CH3:26][C:23]1[CH:24]=[CH:25][C:20]([C:7]2[CH:8]=[C:9]([N:11]3[C:15]([C:16]([F:18])([F:19])[F:17])=[N:14][N:13]=[N:12]3)[CH:10]=[C:5]([C:3]([OH:4])=[O:2])[CH:6]=2)=[CH:21][CH:22]=1. The yield is 0.970. (6) The yield is 0.980. The product is [ClH:25].[NH:8]1[CH2:12][CH2:11][CH:10]([C:13]2[O:17][N:16]=[C:15]([C:18]3[NH:19][CH:20]=[CH:21][CH:22]=3)[N:14]=2)[CH2:9]1. The catalyst is C(Cl)Cl. The reactants are C(OC([N:8]1[CH2:12][CH2:11][CH:10]([C:13]2[O:17][N:16]=[C:15]([C:18]3[NH:19][CH:20]=[CH:21][CH:22]=3)[N:14]=2)[CH2:9]1)=O)(C)(C)C.CO.[ClH:25].